Task: Predict the reactants needed to synthesize the given product.. Dataset: Full USPTO retrosynthesis dataset with 1.9M reactions from patents (1976-2016) Given the product [F:41][C:2]1([F:1])[CH2:6][CH2:5][N:4]([CH:7]2[CH2:12][CH2:11][N:10]([CH2:13][C:14]3[C:15]([C:31]4[CH:36]=[CH:35][CH:34]=[C:33]([C:37]([F:40])([F:39])[F:38])[CH:32]=4)=[N:16][C:17]4[C:22]([C:23]=3[C:24]([NH:51][C@H:44]([C:45]3[CH:50]=[CH:49][CH:48]=[CH:47][CH:46]=3)[C:43]([F:42])([F:52])[F:53])=[O:25])=[CH:21][C:20]([S:27]([CH3:30])(=[O:28])=[O:29])=[CH:19][CH:18]=4)[CH2:9][CH2:8]2)[CH2:3]1, predict the reactants needed to synthesize it. The reactants are: [F:1][C:2]1([F:41])[CH2:6][CH2:5][N:4]([CH:7]2[CH2:12][CH2:11][N:10]([CH2:13][C:14]3[C:15]([C:31]4[CH:36]=[CH:35][CH:34]=[C:33]([C:37]([F:40])([F:39])[F:38])[CH:32]=4)=[N:16][C:17]4[C:22]([C:23]=3[C:24](O)=[O:25])=[CH:21][C:20]([S:27]([CH3:30])(=[O:29])=[O:28])=[CH:19][CH:18]=4)[CH2:9][CH2:8]2)[CH2:3]1.[F:42][C:43]([F:53])([F:52])[C@H:44]([NH2:51])[C:45]1[CH:50]=[CH:49][CH:48]=[CH:47][CH:46]=1.C(N(CC)C(C)C)(C)C.CCCP(=O)=O.